This data is from Full USPTO retrosynthesis dataset with 1.9M reactions from patents (1976-2016). The task is: Predict the reactants needed to synthesize the given product. (1) Given the product [F:1][C:2]1[CH:7]=[CH:6][C:5]([F:8])=[CH:4][C:3]=1[C@H:9]1[CH2:13][CH2:12][CH2:11][N:10]1[C:14]1[CH:19]=[CH:18][N:17]2[N:20]=[CH:21][C:22]([N+:23]([O-:25])=[O:24])=[C:16]2[N:15]=1, predict the reactants needed to synthesize it. The reactants are: [F:1][C:2]1[CH:7]=[CH:6][C:5]([F:8])=[CH:4][C:3]=1[C@H:9]1[CH2:13][CH2:12][CH2:11][N:10]1[C:14]1[CH:19]=[CH:18][N:17]2[N:20]=[CH:21][CH:22]=[C:16]2[N:15]=1.[N+:23]([O-])([OH:25])=[O:24]. (2) Given the product [CH3:3][C:1]([O:5][C:6]([N:8]1[C:16]2[C:11](=[CH:12][C:13]([O:17][CH:56]3[S:58][CH2:59][C@@H:60]([O:66][C:67](=[O:69])[CH3:68])[C@H:61]([O:62][C:63](=[O:65])[CH3:64])[C@H:55]3[O:54][C:51](=[O:53])[CH3:52])=[CH:14][CH:15]=2)[CH:10]=[CH:9]1)=[O:7])([CH3:4])[CH3:2], predict the reactants needed to synthesize it. The reactants are: [C:1]([O:5][C:6]([N:8]1[C:16]2[C:11](=[CH:12][C:13]([OH:17])=[CH:14][CH:15]=2)[CH:10]=[CH:9]1)=[O:7])([CH3:4])([CH3:3])[CH3:2].CC(OC(/N=N/C(OC(C)C)=O)=O)C.C1(P(C2C=CC=CC=2)C2C=CC=CC=2)C=CC=CC=1.[C:51]([O:54][C@@H:55]1[C@@H:61]([O:62][C:63](=[O:65])[CH3:64])[C@H:60]([O:66][C:67](=[O:69])[CH3:68])[CH2:59][S:58][CH:56]1O)(=[O:53])[CH3:52]. (3) Given the product [CH2:1]([C:8]1[O:9][C:10]([CH3:30])=[C:11]([CH3:29])[C:12]=1[C:13]([C:15]1[CH:16]=[C:17]([CH:26]([CH3:27])[CH3:28])[C:18]([OH:24])=[C:19]([CH:21]([CH3:23])[CH3:22])[CH:20]=1)=[O:14])[C:2]1[CH:3]=[CH:4][CH:5]=[CH:6][CH:7]=1, predict the reactants needed to synthesize it. The reactants are: [CH2:1]([C:8]1[O:9][C:10]([CH3:30])=[C:11]([CH3:29])[C:12]=1[C:13]([C:15]1[CH:20]=[C:19]([CH:21]([CH3:23])[CH3:22])[C:18]([O:24]C)=[C:17]([CH:26]([CH3:28])[CH3:27])[CH:16]=1)=[O:14])[C:2]1[CH:7]=[CH:6][CH:5]=[CH:4][CH:3]=1.B(Br)(Br)Br.C(Cl)Cl.C(=O)=O.CC(C)=O. (4) The reactants are: [Br:1][C:2]1[CH:3]=[N:4][CH:5]=[C:6]([CH2:8]Cl)[CH:7]=1.[Cl:10][C:11]1[N:16]=[C:15]([OH:17])[CH:14]=[CH:13][CH:12]=1.C([O-])([O-])=O.[K+].[K+].O. Given the product [Br:1][C:2]1[CH:7]=[C:6]([CH2:8][O:17][C:15]2[CH:14]=[CH:13][CH:12]=[C:11]([Cl:10])[N:16]=2)[CH:5]=[N:4][CH:3]=1, predict the reactants needed to synthesize it. (5) Given the product [OH:11][CH2:10][C:4]1([CH3:3])[CH2:8][O:7][C:6](=[O:9])[NH:5]1, predict the reactants needed to synthesize it. The reactants are: [BH4-].[Na+].[CH3:3][C:4]1([C:10](OC)=[O:11])[CH2:8][O:7][C:6](=[O:9])[NH:5]1.[Cl-].[NH4+]. (6) Given the product [OH:40][CH2:39][CH2:38][CH2:37][NH:36][C:27]([NH:26][C:16]1[C:17]([CH3:25])=[C:18]([C:19]2[CH:24]=[CH:23][CH:22]=[CH:21][CH:20]=2)[C:13]2[O:12][CH2:11][CH:10]([C:7]3[CH:6]=[CH:5][C:4]([CH:1]([CH3:2])[CH3:3])=[CH:9][CH:8]=3)[C:14]=2[C:15]=1[CH3:35])=[O:34], predict the reactants needed to synthesize it. The reactants are: [CH:1]([C:4]1[CH:9]=[CH:8][C:7]([CH:10]2[C:14]3[C:15]([CH3:35])=[C:16]([NH:26][C:27](=[O:34])OCC(Cl)(Cl)Cl)[C:17]([CH3:25])=[C:18]([C:19]4[CH:24]=[CH:23][CH:22]=[CH:21][CH:20]=4)[C:13]=3[O:12][CH2:11]2)=[CH:6][CH:5]=1)([CH3:3])[CH3:2].[NH2:36][CH2:37][CH2:38][CH2:39][OH:40]. (7) Given the product [F:1][C:2]1[S:6][C:5]([NH:7][C:8]([C@@H:10]2[CH2:14][C@H:13]([OH:15])[CH2:12][NH:11]2)=[O:9])=[N:4][CH:3]=1, predict the reactants needed to synthesize it. The reactants are: [F:1][C:2]1[S:6][C:5]([NH:7][C:8]([C@@H:10]2[CH2:14][C@H:13]([OH:15])[CH2:12][N:11]2C(OC(C)(C)C)=O)=[O:9])=[N:4][CH:3]=1.Cl.O1CCOCC1. (8) Given the product [Br:8][C:9]1[CH:14]=[N:13][C:12]([N:3]2[CH:7]=[CH:6][N:5]=[CH:4]2)=[CH:11][N:10]=1, predict the reactants needed to synthesize it. The reactants are: [H-].[Na+].[NH:3]1[CH:7]=[CH:6][N:5]=[CH:4]1.[Br:8][C:9]1[C:14](Br)=[N:13][CH:12]=[CH:11][N:10]=1. (9) Given the product [Cl:1][C:2]1[C:3]([N:25]2[CH2:30][CH2:29][CH2:28][C@H:27]([NH2:31])[CH2:26]2)=[N:4][C:5]([N:8]2[C:16]3[CH:15]=[C:14]([C:17]4[CH:18]=[N:19][CH:20]=[C:21]([CH2:23][CH3:24])[CH:22]=4)[N:13]=[CH:12][C:11]=3[CH:10]=[N:9]2)=[CH:6][CH:7]=1, predict the reactants needed to synthesize it. The reactants are: [Cl:1][C:2]1[C:3]([N:25]2[CH2:30][CH2:29][CH2:28][C@H:27]([NH:31]C(=O)OC(C)(C)C)[CH2:26]2)=[N:4][C:5]([N:8]2[C:16]3[CH:15]=[C:14]([C:17]4[CH:18]=[N:19][CH:20]=[C:21]([CH2:23][CH3:24])[CH:22]=4)[N:13]=[CH:12][C:11]=3[CH:10]=[N:9]2)=[CH:6][CH:7]=1.Cl. (10) Given the product [Br:1][C:2]1[C:3]([C:9](=[O:11])[CH3:10])=[CH:4][C:5]([O:13][CH3:12])=[N:6][CH:7]=1, predict the reactants needed to synthesize it. The reactants are: [Br:1][C:2]1[C:3]([C:9](=[O:11])[CH3:10])=[CH:4][C:5](F)=[N:6][CH:7]=1.[CH3:12][O-:13].[Na+].